From a dataset of Catalyst prediction with 721,799 reactions and 888 catalyst types from USPTO. Predict which catalyst facilitates the given reaction. (1) Reactant: [N:1]1([C:6]2[N:11]=[CH:10][C:9]3[CH:12]([C:15]([O-:17])=[O:16])[CH2:13][CH2:14][C:8]=3[CH:7]=2)[CH:5]=[N:4][N:3]=[N:2]1.[OH-].[Li+]. Product: [N:1]1([C:6]2[N:11]=[CH:10][C:9]3[CH:12]([C:15]([OH:17])=[O:16])[CH2:13][CH2:14][C:8]=3[CH:7]=2)[CH:5]=[N:4][N:3]=[N:2]1. The catalyst class is: 30. (2) Reactant: [O:1]=[C:2]1[NH:20][C@@H:5]2[CH2:6][N:7]([C:10]([O:12][CH2:13][C:14]3[CH:19]=[CH:18][CH:17]=[CH:16][CH:15]=3)=[O:11])[CH2:8][CH2:9][C@@H:4]2[O:3]1.[O:21](C(OC(C)(C)C)=O)[C:22]([O:24][C:25]([CH3:28])([CH3:27])[CH3:26])=O.C(N(CC)CC)C. Product: [O:1]=[C:2]1[N:20]([C:22]([O:24][C:25]([CH3:28])([CH3:27])[CH3:26])=[O:21])[C@@H:5]2[CH2:6][N:7]([C:10]([O:12][CH2:13][C:14]3[CH:15]=[CH:16][CH:17]=[CH:18][CH:19]=3)=[O:11])[CH2:8][CH2:9][C@@H:4]2[O:3]1. The catalyst class is: 154.